This data is from Peptide-MHC class II binding affinity with 134,281 pairs from IEDB. The task is: Regression. Given a peptide amino acid sequence and an MHC pseudo amino acid sequence, predict their binding affinity value. This is MHC class II binding data. (1) The peptide sequence is CYVTQFHPPHIEIQML. The MHC is H-2-IEd with pseudo-sequence H-2-IEd. The binding affinity (normalized) is 0.263. (2) The peptide sequence is MASHIHLVIHRIRTL. The MHC is DRB1_0701 with pseudo-sequence DRB1_0701. The binding affinity (normalized) is 0.808. (3) The peptide sequence is PVLSAFKKFPKFNRV. The MHC is HLA-DQA10501-DQB10301 with pseudo-sequence HLA-DQA10501-DQB10301. The binding affinity (normalized) is 0.101. (4) The MHC is DRB5_0101 with pseudo-sequence DRB5_0101. The binding affinity (normalized) is 0.463. The peptide sequence is QYAKEIWGITANPVP. (5) The peptide sequence is QEPFKNLKTGKYAKM. The MHC is HLA-DPA10301-DPB10402 with pseudo-sequence HLA-DPA10301-DPB10402. The binding affinity (normalized) is 0.229. (6) The peptide sequence is AAVELARALVRAVAE. The MHC is DRB1_1201 with pseudo-sequence DRB1_1201. The binding affinity (normalized) is 0.191. (7) The peptide sequence is GVLACAIATHAKIRD. The MHC is HLA-DQA10501-DQB10201 with pseudo-sequence HLA-DQA10501-DQB10201. The binding affinity (normalized) is 0.379.